Task: Predict the reaction yield, written as a fraction of the theoretical maximum amount of product (1.0 means a 100% yield; for example, 0.34 means a 34% yield).. Dataset: Reaction yield outcomes from USPTO patents with 853,638 reactions (1) The reactants are [N:1]1[C:10]2[C:5](=[CH:6][CH:7]=[CH:8][CH:9]=2)[CH:4]=[CH:3][C:2]=1[N:11]1[CH2:14][CH:13]([C:15]2[C:16]([C:21]3[CH:22]=[C:23]([CH:26]=[CH:27][CH:28]=3)[C:24]#[N:25])=[N:17][CH:18]=[CH:19][N:20]=2)[CH2:12]1.[OH-].[K+].CC([OH:35])(C)C. The catalyst is O. The product is [N:1]1[C:10]2[C:5](=[CH:6][CH:7]=[CH:8][CH:9]=2)[CH:4]=[CH:3][C:2]=1[N:11]1[CH2:14][CH:13]([C:15]2[C:16]([C:21]3[CH:22]=[C:23]([CH:26]=[CH:27][CH:28]=3)[C:24]([NH2:25])=[O:35])=[N:17][CH:18]=[CH:19][N:20]=2)[CH2:12]1. The yield is 0.990. (2) The reactants are N[C@@H:2]([C:7]([OH:9])=[O:8])[C:3]([SH:6])([CH3:5])[CH3:4].[OH-].[Na+].Br[CH2:13][CH2:14][OH:15].C(=O)([O-])[O-].[Na+].[Na+].C(OC1C=CC(S(Cl)(=O)=O)=CC=1)#CCC. The catalyst is CO.CN(C=O)C. The product is [OH:15][CH2:14][CH2:13][S:6][C:3]([CH3:5])([CH3:4])[CH2:2][C:7]([OH:9])=[O:8]. The yield is 0.896.